Dataset: Peptide-MHC class I binding affinity with 185,985 pairs from IEDB/IMGT. Task: Regression. Given a peptide amino acid sequence and an MHC pseudo amino acid sequence, predict their binding affinity value. This is MHC class I binding data. (1) The peptide sequence is RSVWIPGRW. The MHC is HLA-B18:01 with pseudo-sequence HLA-B18:01. The binding affinity (normalized) is 0.0847. (2) The peptide sequence is ISLGLILLK. The MHC is HLA-A11:01 with pseudo-sequence HLA-A11:01. The binding affinity (normalized) is 0.982. (3) The peptide sequence is YRFRKSSKK. The MHC is HLA-A11:01 with pseudo-sequence HLA-A11:01. The binding affinity (normalized) is 0.0847. (4) The peptide sequence is FAYKTGSSM. The MHC is HLA-C15:02 with pseudo-sequence HLA-C15:02. The binding affinity (normalized) is 0.872. (5) The peptide sequence is VVAVGGLAI. The MHC is HLA-B35:01 with pseudo-sequence HLA-B35:01. The binding affinity (normalized) is 0.194.